Dataset: Catalyst prediction with 721,799 reactions and 888 catalyst types from USPTO. Task: Predict which catalyst facilitates the given reaction. (1) Reactant: [CH:1]1[C:6]([OH:7])=[CH:5][CH:4]=[CH:3][C:2]=1[CH3:8].[CH2:9]([N:16]1[CH2:21][CH2:20][C:19](=O)[CH2:18][CH2:17]1)[C:10]1[CH:15]=[CH:14][CH:13]=[CH:12][CH:11]=1.B(F)(F)F.CCOCC.Cl. Product: [CH2:9]([N:16]1[CH2:17][CH:18]=[C:19]([C:5]2[CH:4]=[CH:3][C:2]([CH3:8])=[CH:1][C:6]=2[OH:7])[CH2:20][CH2:21]1)[C:10]1[CH:15]=[CH:14][CH:13]=[CH:12][CH:11]=1. The catalyst class is: 244. (2) Reactant: [Br:1][C:2]1[CH:3]=[CH:4][C:5]([O:9][CH3:10])=[C:6]([OH:8])[CH:7]=1.Cl[CH:12]1[CH2:17][CH2:16][CH2:15][CH2:14][C:13]1=[O:18].C(=O)([O-])[O-].[K+].[K+].CN(C=O)C. Product: [Br:1][C:2]1[CH:3]=[CH:4][C:5]([O:9][CH3:10])=[C:6]([O:8][CH:12]2[CH2:17][CH2:16][CH2:15][CH2:14][C:13]2=[O:18])[CH:7]=1. The catalyst class is: 6. (3) The catalyst class is: 1. Reactant: [C:1]([C:3]1[CH:4]=[C:5]([N:9]2[CH2:16][CH2:15][CH2:14][C@H:10]2[C:11](O)=[O:12])[CH:6]=[CH:7][CH:8]=1)#[N:2].C(N(CC)CC)C.ClC(OCC)=O.[BH4-].[Na+].[Cl-].[NH4+]. Product: [OH:12][CH2:11][C@@H:10]1[CH2:14][CH2:15][CH2:16][N:9]1[C:5]1[CH:4]=[C:3]([CH:8]=[CH:7][CH:6]=1)[C:1]#[N:2]. (4) Reactant: [CH2:1]([N:8]1[CH2:13][CH2:12][O:11][CH:10]([C:14]#[N:15])[CH2:9]1)[C:2]1[CH:7]=[CH:6][CH:5]=[CH:4][CH:3]=1.C(O)C.Cl.[NH2:20][OH:21].C(=O)(O)[O-].[Na+]. Product: [CH2:1]([N:8]1[CH2:13][CH2:12][O:11][CH:10]([C:14]([NH2:15])=[N:20][OH:21])[CH2:9]1)[C:2]1[CH:3]=[CH:4][CH:5]=[CH:6][CH:7]=1. The catalyst class is: 146. (5) The catalyst class is: 121. Product: [OH:1][C:2]1[N:7]=[C:6]([NH:8][C:9](=[O:13])[CH:10]([CH3:12])[CH3:11])[N:5]=[C:4]2[NH:14][N:15]=[C:16]([CH2:20][C:21]([O:23][CH3:24])=[O:22])[C:3]=12. Reactant: [OH:1][C:2]1[N:7]=[C:6]([NH:8][C:9](=[O:13])[CH:10]([CH3:12])[CH3:11])[N:5]=[C:4]2[NH:14][N:15]=[CH:16][C:3]=12.[H-].[Na+].Br[CH2:20][C:21]([O:23][CH3:24])=[O:22].C(=O)=O. (6) Reactant: [O:1]1[C:5]2([CH2:10][CH2:9][C:8]([CH2:13][OH:14])([CH2:11][OH:12])[CH2:7][CH2:6]2)[O:4][CH2:3][CH2:2]1.[H-].[Na+].[S:17](Cl)([C:20]1[CH:26]=[CH:25][C:23]([CH3:24])=[CH:22][CH:21]=1)(=[O:19])=[O:18]. Product: [CH3:24][C:23]1[CH:25]=[CH:26][C:20]([S:17]([O:14][CH2:13][C:8]2([CH2:11][OH:12])[CH2:7][CH2:6][C:5]3([O:4][CH2:3][CH2:2][O:1]3)[CH2:10][CH2:9]2)(=[O:19])=[O:18])=[CH:21][CH:22]=1. The catalyst class is: 1.